From a dataset of NCI-60 drug combinations with 297,098 pairs across 59 cell lines. Regression. Given two drug SMILES strings and cell line genomic features, predict the synergy score measuring deviation from expected non-interaction effect. (1) Drug 1: CC1=CC2C(CCC3(C2CCC3(C(=O)C)OC(=O)C)C)C4(C1=CC(=O)CC4)C. Drug 2: C(CN)CNCCSP(=O)(O)O. Cell line: T-47D. Synergy scores: CSS=6.36, Synergy_ZIP=-3.04, Synergy_Bliss=2.56, Synergy_Loewe=2.53, Synergy_HSA=2.34. (2) Drug 1: CC1=C2C(C(=O)C3(C(CC4C(C3C(C(C2(C)C)(CC1OC(=O)C(C(C5=CC=CC=C5)NC(=O)C6=CC=CC=C6)O)O)OC(=O)C7=CC=CC=C7)(CO4)OC(=O)C)O)C)OC(=O)C. Drug 2: COCCOC1=C(C=C2C(=C1)C(=NC=N2)NC3=CC=CC(=C3)C#C)OCCOC.Cl. Cell line: HT29. Synergy scores: CSS=63.7, Synergy_ZIP=5.41, Synergy_Bliss=0.867, Synergy_Loewe=-37.5, Synergy_HSA=-0.0624. (3) Drug 1: COC1=CC(=CC(=C1O)OC)C2C3C(COC3=O)C(C4=CC5=C(C=C24)OCO5)OC6C(C(C7C(O6)COC(O7)C8=CC=CS8)O)O. Drug 2: CCC1=C2CN3C(=CC4=C(C3=O)COC(=O)C4(CC)O)C2=NC5=C1C=C(C=C5)O. Cell line: SF-295. Synergy scores: CSS=64.2, Synergy_ZIP=-1.53, Synergy_Bliss=-1.70, Synergy_Loewe=0.439, Synergy_HSA=2.84. (4) Drug 1: CN1CCC(CC1)COC2=C(C=C3C(=C2)N=CN=C3NC4=C(C=C(C=C4)Br)F)OC. Drug 2: C1CC(=O)NC(=O)C1N2CC3=C(C2=O)C=CC=C3N. Synergy scores: CSS=15.6, Synergy_ZIP=-4.58, Synergy_Bliss=1.49, Synergy_Loewe=-1.63, Synergy_HSA=3.92. Cell line: A498.